From a dataset of Forward reaction prediction with 1.9M reactions from USPTO patents (1976-2016). Predict the product of the given reaction. (1) Given the reactants [CH2:1]([O:3][C:4]([C:6]1[C:14]2[CH2:13][CH2:12][CH2:11][C:10](=O)[C:9]=2[N:8]([CH3:16])[C:7]=1[C:17]([O:19][C:20]([CH3:23])([CH3:22])[CH3:21])=[O:18])=[O:5])[CH3:2].[C:24](OC(OC(C)(C)C)N(C)C)(C)(C)C.Cl.[NH2:39][C:40]([NH2:42])=[NH:41].C([O-])([O-])=O.[K+].[K+], predict the reaction product. The product is: [CH2:1]([O:3][C:4]([C:6]1[C:14]2[CH2:13][CH2:12][C:11]3[C:10]([C:9]=2[N:8]([CH3:16])[C:7]=1[C:17]([O:19][C:20]([CH3:22])([CH3:21])[CH3:23])=[O:18])=[N:39][C:40]([NH2:42])=[N:41][CH:24]=3)=[O:5])[CH3:2]. (2) Given the reactants Cl.Cl[CH2:3][C:4]1[N:13]=[C:12]([NH:14][C:15]2[CH:20]=[CH:19][C:18]([C:21]([F:24])([F:23])[F:22])=[CH:17][CH:16]=2)[C:11]2[C:6](=[CH:7][C:8]([C:25]3[C:30]([C:31]([F:34])([F:33])[F:32])=[CH:29][CH:28]=[CH:27][N:26]=3)=[CH:9][CH:10]=2)[N:5]=1.[O:35]([CH:37]([CH3:39])[CH3:38])[Na], predict the reaction product. The product is: [CH:37]([O:35][CH2:3][C:4]1[N:13]=[C:12]([NH:14][C:15]2[CH:20]=[CH:19][C:18]([C:21]([F:24])([F:23])[F:22])=[CH:17][CH:16]=2)[C:11]2[C:6](=[CH:7][C:8]([C:25]3[C:30]([C:31]([F:34])([F:33])[F:32])=[CH:29][CH:28]=[CH:27][N:26]=3)=[CH:9][CH:10]=2)[N:5]=1)([CH3:39])[CH3:38]. (3) Given the reactants [F:1][C:2]([F:23])([P:13](=[O:22])([O:18]C(C)C)[O:14]C(C)C)[P:3](=[O:12])([O:8]C(C)C)[O:4]C(C)C.C[Si](Br)(C)C.C(N(CCCC)CCCC)CCC, predict the reaction product. The product is: [F:23][C:2]([F:1])([P:3](=[O:4])([OH:12])[OH:8])[P:13](=[O:14])([OH:18])[OH:22]. (4) Given the reactants [CH3:1][N:2]1[CH2:7][CH2:6][N:5]([CH:8]2[CH2:13][CH2:12][CH2:11][NH:10][CH2:9]2)[CH2:4][CH2:3]1.F[C:15]1[CH:20]=[CH:19][C:18]([N+:21]([O-:23])=[O:22])=[CH:17][CH:16]=1.C(=O)([O-])[O-].[K+].[K+].CN(C)C=O.[Cl-].[NH4+], predict the reaction product. The product is: [CH3:1][N:2]1[CH2:7][CH2:6][N:5]([CH:8]2[CH2:13][CH2:12][CH2:11][N:10]([C:15]3[CH:20]=[CH:19][C:18]([N+:21]([O-:23])=[O:22])=[CH:17][CH:16]=3)[CH2:9]2)[CH2:4][CH2:3]1. (5) The product is: [C:20]([P:19](=[O:31])([C:24]([CH3:27])([CH3:26])[CH3:25])[C:5]#[CH:6])([CH3:23])([CH3:22])[CH3:21]. Given the reactants C[Si]([C:5]#[CH:6])(C)C.C([Li])CCC.CCCCCC.Cl[P:19]([C:24]([CH3:27])([CH3:26])[CH3:25])[C:20]([CH3:23])([CH3:22])[CH3:21].C1C[O:31]CC1, predict the reaction product. (6) Given the reactants [CH2:1]([C:3]1[CH:4]=[C:5]([N:9]([CH2:18][C:19]2[N:20]([CH3:30])[N:21]=[C:22]([C:24]3[CH:29]=[CH:28][CH:27]=[CH:26][CH:25]=3)[N:23]=2)[C:10]2[CH:17]=[CH:16][C:13]([C:14]#[N:15])=[CH:12][CH:11]=2)[CH:6]=[CH:7][CH:8]=1)[CH3:2].NC1C=CC(C#N)=C([F:40])C=1, predict the reaction product. The product is: [CH2:1]([C:3]1[CH:4]=[C:5]([N:9]([CH2:18][C:19]2[N:20]([CH3:30])[N:21]=[C:22]([C:24]3[CH:25]=[CH:26][CH:27]=[CH:28][CH:29]=3)[N:23]=2)[C:10]2[CH:17]=[CH:16][C:13]([C:14]#[N:15])=[C:12]([F:40])[CH:11]=2)[CH:6]=[CH:7][CH:8]=1)[CH3:2]. (7) Given the reactants [CH3:1][O:2][C:3]1[N:8]=[C:7]2[C:9]3([CH2:29][O:30][C:6]2=[CH:5][CH:4]=1)[C:17]1[C:12](=[CH:13][CH:14]=[CH:15][CH:16]=1)[N:11]([CH2:18][C:19]1[O:20][C:21]([C:24]([F:27])([F:26])[F:25])=[CH:22][CH:23]=1)[C:10]3=[O:28].ClC1C=C(C=CC=1)C(OO)=[O:36], predict the reaction product. The product is: [CH3:1][O:2][C:3]1[N+:8]([O-:36])=[C:7]2[C:9]3([CH2:29][O:30][C:6]2=[CH:5][CH:4]=1)[C:17]1[C:12](=[CH:13][CH:14]=[CH:15][CH:16]=1)[N:11]([CH2:18][C:19]1[O:20][C:21]([C:24]([F:27])([F:26])[F:25])=[CH:22][CH:23]=1)[C:10]3=[O:28]. (8) Given the reactants [NH2:1][C:2]1[N:7]=[C:6]([CH2:8][C:9]([N:11]([O:13][CH3:14])[CH3:12])=[O:10])[CH:5]=[CH:4][CH:3]=1.CCN([CH:21]([CH3:23])[CH3:22])C(C)C.Cl[C:25]([O:27][CH2:28][C:29]1[CH:34]=[CH:33][CH:32]=[CH:31][CH:30]=1)=[O:26], predict the reaction product. The product is: [CH2:28]([O:27][C:25](/[N:1]=[C:2]1/[N:7]([C:25]([O:27][CH2:28][C:22]2[CH:21]=[CH:23][CH:34]=[CH:29][CH:30]=2)=[O:26])[C:6]([CH2:8][C:9]([N:11]([O:13][CH3:14])[CH3:12])=[O:10])=[CH:5][CH:4]=[CH:3]/1)=[O:26])[C:29]1[CH:34]=[CH:33][CH:32]=[CH:31][CH:30]=1.